Dataset: NCI-60 drug combinations with 297,098 pairs across 59 cell lines. Task: Regression. Given two drug SMILES strings and cell line genomic features, predict the synergy score measuring deviation from expected non-interaction effect. (1) Drug 1: C1CCC(C1)C(CC#N)N2C=C(C=N2)C3=C4C=CNC4=NC=N3. Drug 2: C1=NC2=C(N=C(N=C2N1C3C(C(C(O3)CO)O)F)Cl)N. Cell line: ACHN. Synergy scores: CSS=27.1, Synergy_ZIP=-2.60, Synergy_Bliss=-2.75, Synergy_Loewe=-34.5, Synergy_HSA=-2.93. (2) Drug 1: CCCCCOC(=O)NC1=NC(=O)N(C=C1F)C2C(C(C(O2)C)O)O. Drug 2: CC(C)(C#N)C1=CC(=CC(=C1)CN2C=NC=N2)C(C)(C)C#N. Cell line: SK-OV-3. Synergy scores: CSS=-8.79, Synergy_ZIP=2.15, Synergy_Bliss=-2.49, Synergy_Loewe=-5.81, Synergy_HSA=-6.37. (3) Drug 1: CC1C(C(CC(O1)OC2CC(CC3=C2C(=C4C(=C3O)C(=O)C5=C(C4=O)C(=CC=C5)OC)O)(C(=O)C)O)N)O.Cl. Drug 2: C(CN)CNCCSP(=O)(O)O. Cell line: HOP-62. Synergy scores: CSS=5.31, Synergy_ZIP=-0.267, Synergy_Bliss=4.55, Synergy_Loewe=-2.14, Synergy_HSA=4.43. (4) Drug 1: C1=CC(=C2C(=C1NCCNCCO)C(=O)C3=C(C=CC(=C3C2=O)O)O)NCCNCCO. Drug 2: CS(=O)(=O)OCCCCOS(=O)(=O)C. Cell line: SF-539. Synergy scores: CSS=39.8, Synergy_ZIP=2.36, Synergy_Bliss=2.68, Synergy_Loewe=-9.85, Synergy_HSA=4.02. (5) Drug 1: CC12CCC3C(C1CCC2O)C(CC4=C3C=CC(=C4)O)CCCCCCCCCS(=O)CCCC(C(F)(F)F)(F)F. Drug 2: CS(=O)(=O)OCCCCOS(=O)(=O)C. Cell line: NCI-H322M. Synergy scores: CSS=-1.64, Synergy_ZIP=0.343, Synergy_Bliss=-1.28, Synergy_Loewe=-3.54, Synergy_HSA=-2.90.